From a dataset of Catalyst prediction with 721,799 reactions and 888 catalyst types from USPTO. Predict which catalyst facilitates the given reaction. Reactant: [C:1]([NH:8][CH2:9][C:10]([OH:12])=O)([O:3][C:4]([CH3:7])([CH3:6])[CH3:5])=[O:2].C(N1CCOCC1)C.O.OC1C2N=NNC=2C=CC=1.C(Cl)CCl.Cl.[CH2:37]1[C:43]2[CH:44]=[CH:45][C:46]([C:48]3[N:52]=[C:51]([C:53]4[CH:54]=[CH:55][C:56]([O:61][CH2:62][C:63]([F:66])([F:65])[F:64])=[C:57]([CH:60]=4)[C:58]#[N:59])[O:50][N:49]=3)=[CH:47][C:42]=2[CH2:41][CH2:40][NH:39][CH2:38]1. Product: [C:58]([C:57]1[CH:60]=[C:53]([C:51]2[O:50][N:49]=[C:48]([C:46]3[CH:45]=[CH:44][C:43]4[CH2:37][CH2:38][N:39]([C:10](=[O:12])[CH2:9][NH:8][C:1](=[O:2])[O:3][C:4]([CH3:5])([CH3:6])[CH3:7])[CH2:40][CH2:41][C:42]=4[CH:47]=3)[N:52]=2)[CH:54]=[CH:55][C:56]=1[O:61][CH2:62][C:63]([F:65])([F:64])[F:66])#[N:59]. The catalyst class is: 3.